This data is from Catalyst prediction with 721,799 reactions and 888 catalyst types from USPTO. The task is: Predict which catalyst facilitates the given reaction. (1) Reactant: [CH3:1][O:2][C:3](=[O:14])[C:4]1[CH:9]=[C:8]([N+:10]([O-:12])=[O:11])[C:7](Cl)=[N:6][CH:5]=1.O.[NH2:16][NH2:17]. Product: [CH3:1][O:2][C:3](=[O:14])[C:4]1[CH:9]=[C:8]([N+:10]([O-:12])=[O:11])[C:7]([NH:16][NH2:17])=[N:6][CH:5]=1. The catalyst class is: 12. (2) Reactant: [Cl-].O[NH3+:3].[C:4](=[O:7])([O-])[OH:5].[Na+].CS(C)=O.[CH2:13]([C:17]1[N:18]=[C:19]([CH3:47])[N:20]([C:41]2[CH:46]=[CH:45][CH:44]=[CH:43][CH:42]=2)[C:21](=[O:40])[C:22]=1[CH2:23][C:24]1[C:29]([F:30])=[CH:28][C:27]([C:31]2[C:32]([C:37]#[N:38])=[CH:33][CH:34]=[CH:35][CH:36]=2)=[CH:26][C:25]=1[F:39])[CH2:14][CH2:15][CH3:16]. Product: [CH2:13]([C:17]1[N:18]=[C:19]([CH3:47])[N:20]([C:41]2[CH:46]=[CH:45][CH:44]=[CH:43][CH:42]=2)[C:21](=[O:40])[C:22]=1[CH2:23][C:24]1[C:25]([F:39])=[CH:26][C:27]([C:31]2[CH:36]=[CH:35][CH:34]=[CH:33][C:32]=2[C:37]2[NH:3][C:4](=[O:7])[O:5][N:38]=2)=[CH:28][C:29]=1[F:30])[CH2:14][CH2:15][CH3:16]. The catalyst class is: 69. (3) Product: [NH2:1][C:2]1[CH:7]=[CH:6][CH:5]=[CH:4][C:3]=1[NH:8][C:9]([C:11]1[S:12][C:13]([N:16]2[CH2:17][CH2:18][N:19]([CH2:22][C:23]3[CH:28]=[CH:27][CH:26]=[CH:25][CH:24]=3)[CH2:20][CH2:21]2)=[CH:14][CH:15]=1)=[O:10]. The catalyst class is: 9. Reactant: [NH2:1][C:2]1[CH:7]=[CH:6][CH:5]=[CH:4][C:3]=1[NH:8][C:9]([C:11]1[S:12][C:13]([N:16]2[CH2:21][CH2:20][NH:19][CH2:18][CH2:17]2)=[CH:14][CH:15]=1)=[O:10].[CH2:22](Br)[C:23]1[CH:28]=[CH:27][CH:26]=[CH:25][CH:24]=1.C(N(CC)CC)C. (4) Reactant: [CH2:1]([O:4][C:5]([NH:7][C@:8]([CH3:29])([CH2:11][CH2:12][C:13]1[O:14][C:15]([C:18]#[C:19][CH2:20][CH2:21][O:22][CH:23]2[CH2:28][CH2:27][CH2:26][CH2:25][CH2:24]2)=[CH:16][CH:17]=1)[CH2:9][OH:10])=[O:6])[CH:2]=[CH2:3].N1C=NN=N1.C(N(C(C)C)[P:39]([O:44][CH2:45][CH:46]=[CH2:47])[O:40][CH2:41][CH:42]=[CH2:43])(C)C.ClC1C=CC=C(C(OO)=[O:59])C=1.S([O-])([O-])(=O)=S.[Na+].[Na+]. Product: [P:39]([O:40][CH2:41][CH:42]=[CH2:43])([O:44][CH2:45][CH:46]=[CH2:47])([O:10][CH2:9][C@@:8]([NH:7][C:5]([O:4][CH2:1][CH:2]=[CH2:3])=[O:6])([CH3:29])[CH2:11][CH2:12][C:13]1[O:14][C:15]([C:18]#[C:19][CH2:20][CH2:21][O:22][CH:23]2[CH2:28][CH2:27][CH2:26][CH2:25][CH2:24]2)=[CH:16][CH:17]=1)=[O:59]. The catalyst class is: 4. (5) Reactant: [Cl-].[Al+3].[Cl-].[Cl-].O.[CH2:6]([O:8][C:9](=[O:55])[C:10]([CH3:54])([CH3:53])[CH2:11][C:12]1[N:13]([CH2:38][C:39]2[CH:44]=[CH:43][C:42]([C:45]3[CH:46]=[N:47][C:48]([O:51][CH3:52])=[CH:49][CH:50]=3)=[CH:41][CH:40]=2)[C:14]2[C:19]([C:20]=1SC(C)(C)C)=[CH:18][C:17]([O:26][CH2:27][CH2:28][C:29]1[S:30][C:31]3[CH:37]=[CH:36][CH:35]=[CH:34][C:32]=3[N:33]=1)=[CH:16][CH:15]=2)[CH3:7]. Product: [CH2:6]([O:8][C:9](=[O:55])[C:10]([CH3:54])([CH3:53])[CH2:11][C:12]1[N:13]([CH2:38][C:39]2[CH:40]=[CH:41][C:42]([C:45]3[CH:46]=[N:47][C:48]([O:51][CH3:52])=[CH:49][CH:50]=3)=[CH:43][CH:44]=2)[C:14]2[C:19]([CH:20]=1)=[CH:18][C:17]([O:26][CH2:27][CH2:28][C:29]1[S:30][C:31]3[CH:37]=[CH:36][CH:35]=[CH:34][C:32]=3[N:33]=1)=[CH:16][CH:15]=2)[CH3:7]. The catalyst class is: 2. (6) Reactant: C([Li])CCC.[CH3:6][C:7]1([CH3:19])[O:11][C:10](=[O:12])[NH:9][C@H:8]1[C:13]1[CH:18]=[CH:17][CH:16]=[CH:15][CH:14]=1.[C:20]1([C:33]2[CH:38]=[CH:37][CH:36]=[CH:35][CH:34]=2)[CH:25]=[CH:24][C:23]([CH2:26][O:27][C@@H:28]([CH3:32])[C:29](Cl)=[O:30])=[CH:22][CH:21]=1.P([O-])([O-])([O-])=O. Product: [C:20]1([C:33]2[CH:34]=[CH:35][CH:36]=[CH:37][CH:38]=2)[CH:25]=[CH:24][C:23]([CH2:26][O:27][C@@H:28]([CH3:32])[C:29]([N:9]2[C@@H:8]([C:13]3[CH:14]=[CH:15][CH:16]=[CH:17][CH:18]=3)[C:7]([CH3:19])([CH3:6])[O:11][C:10]2=[O:12])=[O:30])=[CH:22][CH:21]=1. The catalyst class is: 7. (7) Reactant: [NH2:1][C:2]1[C:3]2[C:10]([C:11]3[CH:16]=[CH:15][C:14]([O:17][C:18]4[CH:23]=[CH:22][CH:21]=[CH:20][CH:19]=4)=[CH:13][CH:12]=3)=[CH:9][N:8]([C:24]3[CH:25]=[C:26]([CH:29]=[CH:30][CH:31]=3)[CH:27]=O)[C:4]=2[N:5]=[CH:6][N:7]=1.[C:32]([CH2:34][C:35]([NH:37][CH2:38][CH2:39][OH:40])=[O:36])#[N:33].C([O-])(=O)C.[NH2+]1CCCCC1. Product: [NH2:1][C:2]1[C:3]2[C:10]([C:11]3[CH:12]=[CH:13][C:14]([O:17][C:18]4[CH:23]=[CH:22][CH:21]=[CH:20][CH:19]=4)=[CH:15][CH:16]=3)=[CH:9][N:8]([C:24]3[CH:25]=[C:26](/[CH:27]=[C:34](\[C:32]#[N:33])/[C:35]([NH:37][CH2:38][CH2:39][OH:40])=[O:36])[CH:29]=[CH:30][CH:31]=3)[C:4]=2[N:5]=[CH:6][N:7]=1. The catalyst class is: 41. (8) Reactant: O=[C:2]([C:9]1[CH:14]=[CH:13][N:12]=[CH:11][N:10]=1)[CH2:3][C:4]([O:6]CC)=O.[CH3:15][NH:16][C:17]([NH2:19])=[S:18].C1CCN2C(=NCCC2)CC1.CS(O)(=O)=O. Product: [SH:18][C:17]1[N:16]([CH3:15])[C:4](=[O:6])[CH:3]=[C:2]([C:9]2[CH:14]=[CH:13][N:12]=[CH:11][N:10]=2)[N:19]=1. The catalyst class is: 40.